From a dataset of Reaction yield outcomes from USPTO patents with 853,638 reactions. Predict the reaction yield, written as a fraction of the theoretical maximum amount of product (1.0 means a 100% yield; for example, 0.34 means a 34% yield). (1) The reactants are Cl[C:2]1[C:11]2[C:6](=[CH:7][CH:8]=[C:9]([N+:12]([O-:14])=[O:13])[CH:10]=2)[N:5]=[CH:4][N:3]=1.CCN(C(C)C)C(C)C.[C:24]([N:31]1[CH2:36][CH2:35][NH:34][CH2:33][CH2:32]1)([O:26][C:27]([CH3:30])([CH3:29])[CH3:28])=[O:25]. The catalyst is CC(O)C. The product is [N+:12]([C:9]1[CH:10]=[C:11]2[C:6](=[CH:7][CH:8]=1)[N:5]=[CH:4][N:3]=[C:2]2[N:34]1[CH2:33][CH2:32][N:31]([C:24]([O:26][C:27]([CH3:30])([CH3:29])[CH3:28])=[O:25])[CH2:36][CH2:35]1)([O-:14])=[O:13]. The yield is 0.890. (2) The reactants are [F:1][C:2]1[C:9]([F:10])=[CH:8][CH:7]=[C:6]([F:11])[C:3]=1[CH2:4]Br.[Cl:12][C:13]1[CH:18]=[CH:17][C:16]([SH:19])=[CH:15][CH:14]=1.C(N(CC)CC)C.C(OCC)(=O)C. The catalyst is C1COCC1.O. The product is [Cl:12][C:13]1[CH:18]=[CH:17][C:16]([S:19][CH2:4][C:3]2[C:2]([F:1])=[C:9]([F:10])[CH:8]=[CH:7][C:6]=2[F:11])=[CH:15][CH:14]=1. The yield is 1.00. (3) The reactants are [CH2:1]([N:8]([CH2:18][CH2:19][CH2:20][N:21]([CH2:31][C:32]1[CH:37]=[CH:36][CH:35]=[CH:34][CH:33]=1)[C:22]([O:24][CH2:25][C:26]1[S:30][CH:29]=[N:28][CH:27]=1)=[O:23])[C:9](=[O:17])[O:10][CH2:11][C:12]1[S:16][CH:15]=[N:14][CH:13]=1)[C:2]1[CH:7]=[CH:6][CH:5]=[CH:4][CH:3]=1.BrCC1C=CC([C:44]([C:46]2[CH:51]=[CH:50][CH:49]=[CH:48][CH:47]=2)=[O:45])=CC=1.[H-].[Na+].Cl. The catalyst is CN(C=O)C.CCOC(C)=O. The product is [C:44]([C:35]1[CH:34]=[CH:33][C:32]([CH2:31][N:21]([CH2:20][CH2:19][CH2:18][N:8]([CH2:1][C:2]2[CH:7]=[CH:6][C:5]([C:44](=[O:45])[C:46]3[CH:47]=[CH:48][CH:49]=[CH:50][CH:51]=3)=[CH:4][CH:3]=2)[C:9]([O:10][CH2:11][C:12]2[S:16][CH:15]=[N:14][CH:13]=2)=[O:17])[C:22](=[O:23])[O:24][CH2:25][C:26]2[S:30][CH:29]=[N:28][CH:27]=2)=[CH:37][CH:36]=1)(=[O:45])[C:46]1[CH:51]=[CH:50][CH:49]=[CH:48][CH:47]=1. The yield is 0.150. (4) The reactants are [F:1][C:2]1[CH:10]=[CH:9][C:8]([CH2:11][C:12]2[C:21]3[C:16](=[CH:17][CH:18]=[CH:19][CH:20]=3)[C:15](=[O:22])[NH:14][N:13]=2)=[CH:7][C:3]=1[C:4](O)=[O:5].[CH3:23][O:24][CH2:25][C@@H:26]([O:28][CH:29]1[CH2:34][CH2:33][NH:32][CH2:31][CH2:30]1)[CH3:27].CCN(C(C)C)C(C)C. The catalyst is CN(C=O)C. The product is [F:1][C:2]1[CH:10]=[CH:9][C:8]([CH2:11][C:12]2[C:21]3[C:16](=[CH:17][CH:18]=[CH:19][CH:20]=3)[C:15](=[O:22])[NH:14][N:13]=2)=[CH:7][C:3]=1[C:4]([N:32]1[CH2:33][CH2:34][CH:29]([O:28][C@@H:26]([CH3:27])[CH2:25][O:24][CH3:23])[CH2:30][CH2:31]1)=[O:5]. The yield is 0.707. (5) The reactants are [S:1]1[CH:5]=[CH:4][C:3]2[C:6]([N:10]3[CH2:15][CH2:14][N:13]([CH2:16][CH2:17][CH2:18][O:19][C:20]4[C:25]([CH3:26])=[CH:24][C:23]([NH2:27])=[CH:22][C:21]=4[O:28][CH3:29])[CH2:12][CH2:11]3)=[CH:7][CH:8]=[CH:9][C:2]1=2.C(N(C(C)C)C(C)C)C.[CH2:39]([S:41]([Cl:44])(=[O:43])=[O:42])[CH3:40].[OH-].[Na+]. The catalyst is ClCCl.C(O)C. The product is [ClH:44].[S:1]1[CH:5]=[CH:4][C:3]2[C:6]([N:10]3[CH2:11][CH2:12][N:13]([CH2:16][CH2:17][CH2:18][O:19][C:20]4[C:25]([CH3:26])=[CH:24][C:23]([NH:27][S:41]([CH2:39][CH3:40])(=[O:43])=[O:42])=[CH:22][C:21]=4[O:28][CH3:29])[CH2:14][CH2:15]3)=[CH:7][CH:8]=[CH:9][C:2]1=2. The yield is 0.850. (6) The reactants are [C:1]([O:5][C:6](=[O:26])[CH:7]([N:12]=[C:13]([C:20]1[CH:25]=[CH:24][CH:23]=[CH:22][CH:21]=1)[C:14]1[CH:19]=[CH:18][CH:17]=[CH:16][CH:15]=1)[CH2:8][CH2:9][CH:10]=[CH2:11])([CH3:4])([CH3:3])[CH3:2].C[Si]([N-][Si](C)(C)C)(C)C.[Na+].[Cl-].C([Al+]CC)C.[CH:43](=[O:46])[CH2:44][CH3:45]. The catalyst is C1COCC1. The product is [C:1]([O:5][C:6]([C:7]1([CH2:8][CH2:9][CH:10]=[CH2:11])[CH:43]([CH2:44][CH3:45])[O:46][C:13]([C:20]2[CH:21]=[CH:22][CH:23]=[CH:24][CH:25]=2)([C:14]2[CH:15]=[CH:16][CH:17]=[CH:18][CH:19]=2)[NH:12]1)=[O:26])([CH3:2])([CH3:3])[CH3:4]. The yield is 0.860. (7) The reactants are [C:1]([O:5][C:6]([N:8]1[CH2:13][CH2:12][C:11]([CH3:17])([C:14]([OH:16])=O)[CH2:10][CH2:9]1)=[O:7])([CH3:4])([CH3:3])[CH3:2].N1C=CC=CC=1.C(Cl)(=O)C(Cl)=O.[NH:30]1[C:34]([C:35]2[CH:36]=[C:37]([NH2:41])[CH:38]=[CH:39][CH:40]=2)=[N:33][N:32]=[N:31]1. The catalyst is ClC(Cl)C.CN(C=O)C. The product is [NH:33]1[C:34]([C:35]2[CH:36]=[C:37]([NH:41][C:14]([C:11]3([CH3:17])[CH2:10][CH2:9][N:8]([C:6]([O:5][C:1]([CH3:2])([CH3:3])[CH3:4])=[O:7])[CH2:13][CH2:12]3)=[O:16])[CH:38]=[CH:39][CH:40]=2)=[N:30][N:31]=[N:32]1. The yield is 0.700. (8) The yield is 0.840. The product is [Cl:12][C:8]1[C:7]2[S:23][C:4]([C:3]3[C:2]([Cl:1])=[CH:18][C:17]([I:19])=[CH:16][C:15]=3[Cl:20])=[N:5][C:6]=2[CH:11]=[CH:10][N:9]=1. The catalyst is C(O)(C)C. The reactants are [Cl:1][C:2]1[CH:18]=[C:17]([I:19])[CH:16]=[C:15]([Cl:20])[C:3]=1[C:4](Cl)=[N:5][C:6]1[CH:11]=[CH:10][N:9]=[C:8]([Cl:12])[C:7]=1F.NC(N)=[S:23].N1C=CC=CC=1.C(N(CC)CC)C. (9) The reactants are Cl[C:2]1[N:7]=[C:6]([NH:8][C:9]2[CH:19]=[CH:18][CH:17]=[CH:16][C:10]=2[C:11]([N:13]([CH3:15])[CH3:14])=[O:12])[C:5]([Cl:20])=[CH:4][N:3]=1.[N:21]1([CH2:27][CH2:28][C:29]2[CH:30]=[C:31]([CH:33]=[CH:34][CH:35]=2)[NH2:32])[CH2:26][CH2:25][O:24][CH2:23][CH2:22]1.C(O)(C(F)(F)F)=O. The catalyst is C(O)(C)C. The product is [Cl:20][C:5]1[C:6]([NH:8][C:9]2[CH:19]=[CH:18][CH:17]=[CH:16][C:10]=2[C:11]([N:13]([CH3:15])[CH3:14])=[O:12])=[N:7][C:2]([NH:32][C:31]2[CH:33]=[CH:34][CH:35]=[C:29]([CH2:28][CH2:27][N:21]3[CH2:22][CH2:23][O:24][CH2:25][CH2:26]3)[CH:30]=2)=[N:3][CH:4]=1. The yield is 0.180.